Dataset: Catalyst prediction with 721,799 reactions and 888 catalyst types from USPTO. Task: Predict which catalyst facilitates the given reaction. (1) Reactant: [CH2:1]([O:3][C:4]([CH2:6][NH:7][C:8]([C:10]1[CH:15]=[CH:14][C:13]([CH3:16])=[CH:12][CH:11]=1)=[O:9])=[O:5])[CH3:2].[Cl:17][CH2:18][CH2:19][N:20]([P:24]([N:40]([CH2:44][CH2:45][Cl:46])[CH2:41][CH2:42][Cl:43])([O:26][CH2:27][CH2:28][S:29]CC1C=CC(C(O)=O)=CC=1)=[O:25])[CH2:21][CH2:22][Cl:23].C(N(C(C)C)CC)(C)C.C(OC(=O)CN)C.CN(C(ON1N=NC2C=CC=CC1=2)=[N+](C)C)C.F[P-](F)(F)(F)(F)F. Product: [Cl:23][CH2:22][CH2:21][N:20]([P:24]([N:40]([CH2:44][CH2:45][Cl:46])[CH2:41][CH2:42][Cl:43])([O:26][CH2:27][CH2:28][S:29][CH2:16][C:13]1[CH:12]=[CH:11][C:10]([C:8]([NH:7][CH2:6][C:4]([O:3][CH2:1][CH3:2])=[O:5])=[O:9])=[CH:15][CH:14]=1)=[O:25])[CH2:19][CH2:18][Cl:17]. The catalyst class is: 120. (2) Product: [ClH:1].[CH2:2]([O:4][C:5]1[CH:10]=[CH:9][CH:8]=[CH:7][C:6]=1[N:11]1[CH2:17][CH2:16][CH2:15][NH:14][CH2:13][CH2:12]1)[CH3:3]. Reactant: [ClH:1].[CH2:2]([O:4][C:5]1[CH:10]=[CH:9][CH:8]=[CH:7][C:6]=1[N:11]1[CH2:17][CH2:16][CH2:15][N:14](C(OC(C)(C)C)=O)[CH2:13][CH2:12]1)[CH3:3]. The catalyst class is: 25. (3) Reactant: Cl[CH2:2][C:3]1[C:4]([C:11]2[C:16]([Cl:17])=[CH:15][CH:14]=[CH:13][C:12]=2[Cl:18])=[N:5][O:6][C:7]=1[CH:8]([CH3:10])[CH3:9].[CH3:19][C:20]1[CH:25]=[C:24]([OH:26])[CH:23]=[CH:22][C:21]=1[C:27]([CH3:29])=[O:28].C(=O)([O-])[O-].[K+].[K+].[I-].[Na+]. Product: [Cl:18][C:12]1[CH:13]=[CH:14][CH:15]=[C:16]([Cl:17])[C:11]=1[C:4]1[C:3]([CH2:2][O:26][C:24]2[CH:23]=[CH:22][C:21]([C:27](=[O:28])[CH3:29])=[C:20]([CH3:19])[CH:25]=2)=[C:7]([CH:8]([CH3:10])[CH3:9])[O:6][N:5]=1. The catalyst class is: 21.